This data is from Full USPTO retrosynthesis dataset with 1.9M reactions from patents (1976-2016). The task is: Predict the reactants needed to synthesize the given product. (1) Given the product [ClH:1].[F:42][C:43]1([F:50])[CH2:48][CH2:47][CH:46]([NH:2][C@@H:3]2[CH2:5][C@H:4]2[C:6]2[CH:7]=[C:8]([CH:18]=[CH:19][CH:20]=2)[C:9]([NH:11][CH:12]2[CH2:13][CH2:14][O:15][CH2:16][CH2:17]2)=[O:10])[CH2:45][CH2:44]1, predict the reactants needed to synthesize it. The reactants are: [ClH:1].[NH2:2][C@@H:3]1[CH2:5][C@H:4]1[C:6]1[CH:7]=[C:8]([CH:18]=[CH:19][CH:20]=1)[C:9]([NH:11][CH:12]1[CH2:17][CH2:16][O:15][CH2:14][CH2:13]1)=[O:10].C(OC(N[C@@H]1C[C@H]1C1C=C(C=CC=1)C(OC)=O)=O)(C)(C)C.[F:42][C:43]1([F:50])[CH2:48][CH2:47][C:46](=O)[CH2:45][CH2:44]1.C(=O)([O-])O.[Na+]. (2) Given the product [N:1]1[C:10]2[C:5](=[CH:6][C:7]([C:11]([Cl:16])=[O:13])=[CH:8][CH:9]=2)[N:4]=[CH:3][CH:2]=1, predict the reactants needed to synthesize it. The reactants are: [N:1]1[C:10]2[C:5](=[CH:6][C:7]([C:11]([OH:13])=O)=[CH:8][CH:9]=2)[N:4]=[CH:3][CH:2]=1.S(Cl)([Cl:16])=O.